From a dataset of Catalyst prediction with 721,799 reactions and 888 catalyst types from USPTO. Predict which catalyst facilitates the given reaction. (1) Reactant: [C:1]([C:3]1[CH:10]=[CH:9][C:6]([CH2:7][NH2:8])=[CH:5][CH:4]=1)#[N:2].C(N(CC)C(C)C)(C)C.[CH:20]([C:22]1[CH:30]=[CH:29][C:25]([C:26](Cl)=[O:27])=[CH:24][CH:23]=1)=[O:21]. Product: [C:1]([C:3]1[CH:10]=[CH:9][C:6]([CH2:7][NH:8][C:26](=[O:27])[C:25]2[CH:29]=[CH:30][C:22]([CH:20]=[O:21])=[CH:23][CH:24]=2)=[CH:5][CH:4]=1)#[N:2]. The catalyst class is: 277. (2) Reactant: [Br:1][C:2]1[CH:11]=[C:10]2[C:5]([NH:6][C:7](=O)[C:8]3[N:9]2[CH:12]=[CH:13][N:14]=3)=[CH:4][C:3]=1[C:16]([F:19])([F:18])[F:17].CN(C)C1C=CC=CC=1.P(Cl)(Cl)([Cl:31])=O. Product: [Br:1][C:2]1[CH:11]=[C:10]2[C:5]([N:6]=[C:7]([Cl:31])[C:8]3[N:9]2[CH:12]=[CH:13][N:14]=3)=[CH:4][C:3]=1[C:16]([F:19])([F:18])[F:17]. The catalyst class is: 801. (3) Reactant: Cl.[CH3:2][NH:3][CH3:4].C(=O)([O-])[O-].[K+].[K+].[NH2:11][C:12]1[CH:17]=[CH:16][C:15]([C:18]2[N:23]=[C:22]([N:24]3[CH2:29][CH2:28][O:27][CH2:26][CH2:25]3)[C:21]3=[CH:30][C:31]([C:33](O)=[O:34])=[CH:32][N:20]3[N:19]=2)=[CH:14][CH:13]=1.CN(C(ON1N=NC2C=CC=CC1=2)=[N+](C)C)C.F[P-](F)(F)(F)(F)F.C(N(CC)CC)C. Product: [NH2:11][C:12]1[CH:17]=[CH:16][C:15]([C:18]2[N:23]=[C:22]([N:24]3[CH2:29][CH2:28][O:27][CH2:26][CH2:25]3)[C:21]3=[CH:30][C:31]([C:33]([N:3]([CH3:4])[CH3:2])=[O:34])=[CH:32][N:20]3[N:19]=2)=[CH:14][CH:13]=1. The catalyst class is: 145. (4) Reactant: [H-].[Na+].Cl[CH2:4][CH2:5][S:6](Cl)(=[O:8])=[O:7].[CH3:10][C:11]1[CH:12]=[C:13]([CH:28]=[CH:29][CH:30]=1)[O:14][C:15]1[CH:20]=[CH:19][C:18]([C:21]2[C:22]([NH2:27])=[N:23][CH:24]=[CH:25][CH:26]=2)=[CH:17][CH:16]=1. Product: [CH3:10][C:11]1[CH:12]=[C:13]([CH:28]=[CH:29][CH:30]=1)[O:14][C:15]1[CH:16]=[CH:17][C:18]([C:21]2[C:22]3=[N:27][S:6](=[O:8])(=[O:7])[CH2:5][CH2:4][N:23]3[CH:24]=[CH:25][CH:26]=2)=[CH:19][CH:20]=1. The catalyst class is: 1. (5) Reactant: [CH2:1]([N:8]1[CH2:12][C@H:11]([CH2:13][C:14]2[CH:19]=[CH:18][CH:17]=[CH:16][CH:15]=2)[C@@H:10]([C:20](O)=[O:21])[CH2:9]1)[C:2]1[CH:7]=[CH:6][CH:5]=[CH:4][CH:3]=1.C(Cl)(=O)C(Cl)=O.[C:29]1([NH:35][C:36]2[CH:41]=[CH:40][CH:39]=[CH:38][CH:37]=2)[CH:34]=[CH:33][CH:32]=[CH:31][CH:30]=1.C(N(CC)CC)C.C([O-])(O)=O.[Na+]. Product: [C:36]1([N:35]([C:29]2[CH:30]=[CH:31][CH:32]=[CH:33][CH:34]=2)[C:20]([C@@H:10]2[C@@H:11]([CH2:13][C:14]3[CH:15]=[CH:16][CH:17]=[CH:18][CH:19]=3)[CH2:12][N:8]([CH2:1][C:2]3[CH:7]=[CH:6][CH:5]=[CH:4][CH:3]=3)[CH2:9]2)=[O:21])[CH:37]=[CH:38][CH:39]=[CH:40][CH:41]=1. The catalyst class is: 2. (6) Reactant: C(N(CC)CC)C.[CH3:8][S:9](Cl)(=[O:11])=[O:10].[Cl:13][C:14]1[CH:19]=[CH:18][C:17]([S:20]([CH:23]([C:29]2[CH:34]=[C:33]([F:35])[CH:32]=[CH:31][C:30]=2[F:36])[CH:24]([OH:28])[CH2:25][CH2:26][CH3:27])(=[O:22])=[O:21])=[CH:16][CH:15]=1. Product: [CH3:8][S:9]([O:28][CH:24]([CH2:25][CH2:26][CH3:27])[CH:23]([S:20]([C:17]1[CH:16]=[CH:15][C:14]([Cl:13])=[CH:19][CH:18]=1)(=[O:22])=[O:21])[C:29]1[CH:34]=[C:33]([F:35])[CH:32]=[CH:31][C:30]=1[F:36])(=[O:11])=[O:10]. The catalyst class is: 2. (7) Reactant: C(Cl)(=O)C(Cl)=O.CS(C)=O.[OH:11][C@@H:12]1[CH2:17][N:16]([C:18]([O:20][CH2:21][C:22]2[CH:27]=[CH:26][CH:25]=[CH:24][CH:23]=2)=[O:19])[C@@H:15]([CH3:28])[CH2:14][CH2:13]1.C(N(CC)CC)C. Product: [CH3:28][CH:15]1[CH2:14][CH2:13][C:12](=[O:11])[CH2:17][N:16]1[C:18]([O:20][CH2:21][C:22]1[CH:27]=[CH:26][CH:25]=[CH:24][CH:23]=1)=[O:19]. The catalyst class is: 2. (8) Reactant: [CH3:1][N:2]1[CH2:7][CH2:6][N:5]([C:8]([C:10]2[O:14][C:13]([C:15]3[CH:24]=[N:23][C:22]4[C:21]([N:25]5[CH2:30][CH2:29][O:28][CH2:27][CH2:26]5)=[N:20][C:19]([C:31]5[CH:32]=[N:33][C:34]([NH:37]C(=O)OC(C)(C)C)=[N:35][CH:36]=5)=[N:18][C:17]=4[CH:16]=3)=[CH:12][CH:11]=2)=[O:9])[CH2:4][CH2:3]1.FC(F)(F)C(O)=O.C(=O)(O)[O-].[Na+]. Product: [NH2:37][C:34]1[N:33]=[CH:32][C:31]([C:19]2[N:20]=[C:21]([N:25]3[CH2:30][CH2:29][O:28][CH2:27][CH2:26]3)[C:22]3[N:23]=[CH:24][C:15]([C:13]4[O:14][C:10]([C:8]([N:5]5[CH2:4][CH2:3][N:2]([CH3:1])[CH2:7][CH2:6]5)=[O:9])=[CH:11][CH:12]=4)=[CH:16][C:17]=3[N:18]=2)=[CH:36][N:35]=1. The catalyst class is: 2. (9) Reactant: Br[CH2:2][CH2:3][O:4][CH3:5].C(=O)([O-])[O-].[K+].[K+].[N:12]1([C:18]2[C:23](=[O:24])[NH:22][CH:21]=[C:20]3[CH2:25][N:26]([CH2:29][CH2:30][C:31]4[CH:40]=[CH:39][C:38]5[C:33](=[CH:34][CH:35]=[CH:36][CH:37]=5)[N:32]=4)[C:27](=[O:28])[C:19]=23)[CH2:17][CH2:16][O:15][CH2:14][CH2:13]1. Product: [CH3:5][O:4][CH2:3][CH2:2][N:22]1[C:23](=[O:24])[C:18]([N:12]2[CH2:13][CH2:14][O:15][CH2:16][CH2:17]2)=[C:19]2[C:27](=[O:28])[N:26]([CH2:29][CH2:30][C:31]3[CH:40]=[CH:39][C:38]4[C:33](=[CH:34][CH:35]=[CH:36][CH:37]=4)[N:32]=3)[CH2:25][C:20]2=[CH:21]1. The catalyst class is: 10.